This data is from Full USPTO retrosynthesis dataset with 1.9M reactions from patents (1976-2016). The task is: Predict the reactants needed to synthesize the given product. Given the product [Cl:1][C:2]1[CH:10]=[CH:9][C:8]2[N:7](/[CH:33]=[C:34](/[C:36]3[CH:41]=[CH:40][CH:39]=[C:38]([F:42])[CH:37]=3)\[CH3:35])[C:6]3[CH2:11][CH2:12][N:13]([CH3:15])[CH2:14][C:5]=3[C:4]=2[CH:3]=1, predict the reactants needed to synthesize it. The reactants are: [Cl:1][C:2]1[CH:10]=[CH:9][C:8]2[NH:7][C:6]3[CH2:11][CH2:12][N:13]([CH3:15])[CH2:14][C:5]=3[C:4]=2[CH:3]=1.N1CCC[C@H]1C(O)=O.P([O-])([O-])([O-])=O.[K+].[K+].[K+].Br[CH:33]=[C:34]([C:36]1[CH:41]=[CH:40][CH:39]=[C:38]([F:42])[CH:37]=1)[CH3:35].